Dataset: Peptide-MHC class I binding affinity with 185,985 pairs from IEDB/IMGT. Task: Regression. Given a peptide amino acid sequence and an MHC pseudo amino acid sequence, predict their binding affinity value. This is MHC class I binding data. The peptide sequence is VVVGDIIGV. The MHC is HLA-A02:06 with pseudo-sequence HLA-A02:06. The binding affinity (normalized) is 0.863.